Regression. Given a peptide amino acid sequence and an MHC pseudo amino acid sequence, predict their binding affinity value. This is MHC class II binding data. From a dataset of Peptide-MHC class II binding affinity with 134,281 pairs from IEDB. The peptide sequence is CAKFTCAKSMSLFEVKK. The MHC is DRB3_0101 with pseudo-sequence DRB3_0101. The binding affinity (normalized) is 0.719.